Dataset: Full USPTO retrosynthesis dataset with 1.9M reactions from patents (1976-2016). Task: Predict the reactants needed to synthesize the given product. (1) Given the product [C:1]([O:5][C:6](=[O:15])[NH:7][CH2:8][CH:9]1[CH2:10][CH2:11][N:12]([S:28]([C:25]2[CH:26]=[CH:27][C:22]([N:19]3[CH2:20][CH2:21][N:17]([CH3:16])[C:18]3=[O:32])=[CH:23][CH:24]=2)(=[O:30])=[O:29])[CH2:13][CH2:14]1)([CH3:4])([CH3:2])[CH3:3], predict the reactants needed to synthesize it. The reactants are: [C:1]([O:5][C:6](=[O:15])[NH:7][CH2:8][CH:9]1[CH2:14][CH2:13][NH:12][CH2:11][CH2:10]1)([CH3:4])([CH3:3])[CH3:2].[CH3:16][N:17]1[CH2:21][CH2:20][N:19]([C:22]2[CH:27]=[CH:26][C:25]([S:28](Cl)(=[O:30])=[O:29])=[CH:24][CH:23]=2)[C:18]1=[O:32].C(N(C(C)C)CC)(C)C. (2) Given the product [CH3:3][C:4]1([CH3:11])[CH2:9][CH2:8][CH:7]([CH:12]=[O:13])[C:6](=[O:10])[CH2:5]1, predict the reactants needed to synthesize it. The reactants are: [H-].[Na+].[CH3:3][C:4]1([CH3:11])[CH2:9][CH2:8][CH2:7][C:6](=[O:10])[CH2:5]1.[CH:12](OCC)=[O:13].O. (3) Given the product [CH3:11][S:10][C:4]1[N:5]=[CH:6][C:7]([C:8]#[N:9])=[CH:2][N:3]=1, predict the reactants needed to synthesize it. The reactants are: Cl[C:2]1[C:7]([C:8]#[N:9])=[CH:6][N:5]=[C:4]([S:10][CH3:11])[N:3]=1.C(O)(=O)C. (4) Given the product [F:30][C:28]([F:29])([F:31])[O:27][C:24]1[CH:23]=[CH:22][C:21]([C:20]#[C:19][CH2:18][CH2:17][CH2:16][O:15][C:13]2[CH:12]=[CH:11][CH:10]=[C:9]3[C:14]=2[N:6]([CH2:5][C:4]([OH:32])=[O:3])[CH:7]=[CH:8]3)=[CH:26][CH:25]=1, predict the reactants needed to synthesize it. The reactants are: C([O:3][C:4](=[O:32])[CH2:5][N:6]1[C:14]2[C:9](=[CH:10][CH:11]=[CH:12][C:13]=2[O:15][CH2:16][CH2:17][CH2:18][C:19]#[C:20][C:21]2[CH:26]=[CH:25][C:24]([O:27][C:28]([F:31])([F:30])[F:29])=[CH:23][CH:22]=2)[CH:8]=[CH:7]1)C.[Li+].[OH-].